From a dataset of Peptide-MHC class I binding affinity with 185,985 pairs from IEDB/IMGT. Regression. Given a peptide amino acid sequence and an MHC pseudo amino acid sequence, predict their binding affinity value. This is MHC class I binding data. (1) The peptide sequence is IEDVWQLFE. The MHC is Mamu-B8701 with pseudo-sequence Mamu-B8701. The binding affinity (normalized) is 0.203. (2) The peptide sequence is IHKPRPPAT. The MHC is HLA-B27:05 with pseudo-sequence HLA-B27:05. The binding affinity (normalized) is 0.0847.